From a dataset of Catalyst prediction with 721,799 reactions and 888 catalyst types from USPTO. Predict which catalyst facilitates the given reaction. Reactant: OC(C(F)(F)F)=O.[F:8][C:9]1[C:14]([N:15]2[CH2:19][CH:18]([C:20]([OH:22])=O)[N:17]([CH3:23])[C:16]2=[O:24])=[CH:13][CH:12]=[CH:11][N:10]=1.C(N1CCOCC1)C.O.ON1C2C=CC=CC=2N=N1.Cl.C(N=C=NCCCN(C)C)C.[Cl:56][C:57]1[CH:62]=[C:61]([Cl:63])[CH:60]=[CH:59][C:58]=1[CH2:64][NH2:65]. Product: [Cl:56][C:57]1[CH:62]=[C:61]([Cl:63])[CH:60]=[CH:59][C:58]=1[CH2:64][NH:65][C:20]([CH:18]1[CH2:19][N:15]([C:14]2[C:9]([F:8])=[N:10][CH:11]=[CH:12][CH:13]=2)[C:16](=[O:24])[N:17]1[CH3:23])=[O:22]. The catalyst class is: 4.